Dataset: Forward reaction prediction with 1.9M reactions from USPTO patents (1976-2016). Task: Predict the product of the given reaction. (1) Given the reactants [OH:1][CH2:2][CH2:3][N:4]1[CH2:9][C:8]([CH3:11])([CH3:10])[N:7]([CH3:12])[C:6]([CH3:14])([CH3:13])[C:5]1=[O:15].[CH2:16]([CH:18]1[O:20][CH2:19]1)Cl.[OH-].[Na+], predict the reaction product. The product is: [CH3:13][C:6]1([CH3:14])[N:7]([CH3:12])[C:8]([CH3:10])([CH3:11])[CH2:9][N:4]([CH2:3][CH2:2][O:1][CH2:16][CH:18]2[CH2:19][O:20]2)[C:5]1=[O:15]. (2) Given the reactants [Cl:1][CH2:2][C:3]([O:5][CH3:6])=[O:4].C[Si](C)(C)[N:9]1[CH:13]=[CH:12][N:11]=[CH:10]1, predict the reaction product. The product is: [Cl-:1].[CH3:6][O:5][C:3](=[O:4])[CH2:2][N:11]1[CH:12]=[CH:13][N+:9]([CH2:2][C:3](=[O:4])[O:5][CH3:6])=[CH:10]1. (3) The product is: [Cl:8][C:6]1[CH:7]=[C:2]([C:18]2[CH:19]=[CH:20][C:15]([C:12](=[O:14])[CH3:13])=[CH:16][CH:17]=2)[C:3]([O:9][CH2:10][CH3:11])=[N:4][CH:5]=1. Given the reactants Br[C:2]1[C:3]([O:9][CH2:10][CH3:11])=[N:4][CH:5]=[C:6]([Cl:8])[CH:7]=1.[C:12]([C:15]1[CH:20]=[CH:19][C:18](B(O)O)=[CH:17][CH:16]=1)(=[O:14])[CH3:13].C(=O)([O-])[O-].[Na+].[Na+], predict the reaction product. (4) The product is: [CH3:1][O:2][C:3]([C:4]1[CH:5]=[C:6]([C:7]2[CH:11]=[CH:10][S:9][CH:8]=2)[O:12][N:16]=1)=[O:14]. Given the reactants [CH3:1][O:2][C:3](=[O:14])[C:4](=O)[CH2:5][C:6](=[O:12])[C:7]1[CH:11]=[CH:10][S:9][CH:8]=1.Cl.[NH2:16]O, predict the reaction product. (5) Given the reactants [CH3:1][N:2]1[CH:6]=[CH:5][N:4]=[CH:3]1.[Cl:7][CH2:8][C:9]1[CH:10]=[CH:11][C:12]([OH:17])=[C:13]([CH:16]=1)[CH:14]=[O:15], predict the reaction product. The product is: [Cl-:7].[CH:14]([C:13]1[CH:16]=[C:9]([CH:10]=[CH:11][C:12]=1[OH:17])[CH2:8][N+:4]1[CH:5]=[CH:6][N:2]([CH3:1])[CH:3]=1)=[O:15]. (6) Given the reactants [NH2:1][C:2]1[CH:21]=[CH:20][CH:19]=[C:18]([C:22]([F:25])([F:24])[F:23])[C:3]=1[O:4][CH2:5][C@H:6]([NH:10][C:11]([O:13][C:14]([CH3:17])([CH3:16])[CH3:15])=[O:12])[C:7](O)=[O:8].CCN=C=NCCCN(C)C, predict the reaction product. The product is: [O:8]=[C:7]1[C@@H:6]([NH:10][C:11](=[O:12])[O:13][C:14]([CH3:17])([CH3:16])[CH3:15])[CH2:5][O:4][C:3]2[C:18]([C:22]([F:25])([F:24])[F:23])=[CH:19][CH:20]=[CH:21][C:2]=2[NH:1]1. (7) Given the reactants [CH2:1]([C:3]1[CH:8]=[C:7]([CH3:9])[CH:6]=[C:5]([CH2:10][CH3:11])[C:4]=1[CH2:12][C:13]([CH:15]1[CH2:20][C:19](=[CH2:21])[CH2:18][CH2:17][CH:16]1[C:22]([OH:24])=[O:23])=[O:14])[CH3:2].[C:25](=O)([O-])[O-].[K+].[K+].COS(OC)(=O)=O, predict the reaction product. The product is: [CH2:10]([C:5]1[CH:6]=[C:7]([CH3:9])[CH:8]=[C:3]([CH2:1][CH3:2])[C:4]=1[CH2:12][C:13]([CH:15]1[CH2:20][C:19](=[CH2:21])[CH2:18][CH2:17][CH:16]1[C:22]([O:24][CH3:25])=[O:23])=[O:14])[CH3:11]. (8) Given the reactants [C-:1]#[N:2].C([Al+]CC)C.C(O)(C)C.[CH3:12][C:13]1[CH:18]=[CH:17][C:16]([S@@:19](/[N:21]=[CH:22]/[C@H:23]2[CH2:28][CH2:27][C@H:26]([CH3:29])[CH2:25][CH2:24]2)=[O:20])=[CH:15][CH:14]=1.[Cl-].[NH4+], predict the reaction product. The product is: [C:1]([C@H:22]([C@H:23]1[CH2:28][CH2:27][C@H:26]([CH3:29])[CH2:25][CH2:24]1)[NH:21][S@:19]([C:16]1[CH:15]=[CH:14][C:13]([CH3:12])=[CH:18][CH:17]=1)=[O:20])#[N:2].